Predict the product of the given reaction. From a dataset of Forward reaction prediction with 1.9M reactions from USPTO patents (1976-2016). Given the reactants [CH2:1]([O:8][C:9]([NH:11][C@H:12]([C:19]([OH:21])=O)[CH:13]([C:15]([F:18])([F:17])[F:16])[CH3:14])=[O:10])[C:2]1[CH:7]=[CH:6][CH:5]=[CH:4][CH:3]=1.NC1C=C(C=CC=1F)CCC[C:29]([O:31][C:32]([CH3:35])([CH3:34])[CH3:33])=[O:30].CN(C(ON1N=N[C:50]2[CH:51]=[CH:52][CH:53]=[N:54][C:49]1=2)=[N+](C)C)C.[F:57][P-](F)(F)(F)(F)F.N1C=C[CH:67]=[CH:66][CH:65]=1, predict the reaction product. The product is: [CH2:1]([O:8][C:9]([NH:11][C@H:12]([C:19]([NH:54][C:53]1[CH:52]=[C:51]([CH2:50][CH2:49][C:29]([O:31][C:32]([CH3:35])([CH3:34])[CH3:33])=[O:30])[CH:65]=[CH:66][C:67]=1[F:57])=[O:21])[CH:13]([C:15]([F:16])([F:17])[F:18])[CH3:14])=[O:10])[C:2]1[CH:3]=[CH:4][CH:5]=[CH:6][CH:7]=1.